This data is from Forward reaction prediction with 1.9M reactions from USPTO patents (1976-2016). The task is: Predict the product of the given reaction. Given the reactants C(O[C:6]([N:8]1[CH2:12][C:11](=[N:13][O:14][CH3:15])[CH2:10][C@H:9]1[C:16]([OH:18])=O)=[O:7])(C)(C)C.[C:19]1([C:28]2[CH:33]=[CH:32][CH:31]=[CH:30][CH:29]=2)[CH:24]=[CH:23][C:22](C(Cl)=O)=[CH:21][CH:20]=1.[C:34]1([NH:40][CH2:41][CH2:42][NH2:43])[CH:39]=[CH:38][CH:37]=[CH:36][CH:35]=1, predict the reaction product. The product is: [NH:40]([CH2:41][CH2:42][NH:43][C:16]([C@@H:9]1[CH2:10][C:11](=[N:13][O:14][CH3:15])[CH2:12][N:8]1[C:6]([C:31]1[CH:30]=[CH:29][C:28]([C:19]2[CH:20]=[CH:21][CH:22]=[CH:23][CH:24]=2)=[CH:33][CH:32]=1)=[O:7])=[O:18])[C:34]1[CH:39]=[CH:38][CH:37]=[CH:36][CH:35]=1.